This data is from Forward reaction prediction with 1.9M reactions from USPTO patents (1976-2016). The task is: Predict the product of the given reaction. (1) Given the reactants Cl.[CH3:2][S:3]([C:6]1[CH:11]=[CH:10][C:9]([NH:12][NH2:13])=[CH:8][CH:7]=1)(=[O:5])=[O:4].[CH3:14][C:15]([CH3:22])([CH3:21])[C:16](=O)[CH2:17][C:18]#[N:19].Cl, predict the reaction product. The product is: [C:15]([C:16]1[CH:17]=[C:18]([NH2:19])[N:12]([C:9]2[CH:8]=[CH:7][C:6]([S:3]([CH3:2])(=[O:5])=[O:4])=[CH:11][CH:10]=2)[N:13]=1)([CH3:22])([CH3:21])[CH3:14]. (2) Given the reactants [I:1][C:2]1[CH:7]=[CH:6][C:5]([N:8]2[C:12](=[O:13])[CH2:11][C:10](=[O:14])[NH:9]2)=[CH:4][CH:3]=1.[I:15][C:16]1[CH:23]=[CH:22][C:19]([CH:20]=O)=[CH:18][CH:17]=1, predict the reaction product. The product is: [I:15][C:16]1[CH:23]=[CH:22][C:19]([CH:20]=[C:11]2[C:12](=[O:13])[N:8]([C:5]3[CH:4]=[CH:3][C:2]([I:1])=[CH:7][CH:6]=3)[NH:9][C:10]2=[O:14])=[CH:18][CH:17]=1.